From a dataset of Experimentally validated miRNA-target interactions with 360,000+ pairs, plus equal number of negative samples. Binary Classification. Given a miRNA mature sequence and a target amino acid sequence, predict their likelihood of interaction. The miRNA is hsa-miR-4709-5p with sequence ACAACAGUGACUUGCUCUCCAA. The protein sequence of the target gene is MNAPERQPQPDGGDAPGHEPGGSPQDELDFSILFDYEYLNPNEEEPNAHKVASPPSGPAYPDDVLDYGLKPYSPLASLSGEPPGRFGEPDRVGPQKFLSAAKPAGASGLSPRIEITPSHELIQAVGPLRMRDAGLLVEQPPLAGVAASPRFTLPVPGFEGYREPLCLSPASSGSSASFISDTFSPYTSPCVSPNNGGPDDLCPQFQNIPAHYSPRTSPIMSPRTSLAEDSCLGRHSPVPRPASRSSSPGAKRRHSCAEALVALPPGASPQRSRSPSPQPSSHVAPQDHGSPAGYPPVAGS.... Result: 0 (no interaction).